This data is from Reaction yield outcomes from USPTO patents with 853,638 reactions. The task is: Predict the reaction yield, written as a fraction of the theoretical maximum amount of product (1.0 means a 100% yield; for example, 0.34 means a 34% yield). (1) The reactants are [F:1][C:2]1[CH:10]=[C:9]2[C:5]([C:6]([C:18]3[CH:19]=[C:20]4[O:26][C:25](=[O:27])[NH:24][C:21]4=[N:22][CH:23]=3)=[CH:7][N:8]2[C:11]([O:13][C:14]([CH3:17])([CH3:16])[CH3:15])=[O:12])=[CH:4][CH:3]=1.Br[CH2:29][C:30]([NH2:32])=[O:31].C([O-])([O-])=O.[K+].[K+]. The catalyst is CN(C=O)C.O. The product is [NH2:32][C:30](=[O:31])[CH2:29][N:24]1[C:21]2=[N:22][CH:23]=[C:18]([C:6]3[C:5]4[C:9](=[CH:10][C:2]([F:1])=[CH:3][CH:4]=4)[N:8]([C:11]([O:13][C:14]([CH3:17])([CH3:16])[CH3:15])=[O:12])[CH:7]=3)[CH:19]=[C:20]2[O:26][C:25]1=[O:27]. The yield is 0.570. (2) The reactants are FC1C=CC(CN)=CC=1.[F:10][C:11]1[CH:18]=[CH:17][C:16]([F:19])=[CH:15][C:12]=1[CH2:13][NH2:14].[CH2:20]([N:27]1[CH2:31][CH2:30][N:29]([C:32]2[S:33][C:34]([C:38](O)=[O:39])=[C:35]([CH3:37])[N:36]=2)[C:28]1=[O:41])[C:21]1[CH:26]=[CH:25][CH:24]=[CH:23][CH:22]=1. No catalyst specified. The product is [CH2:20]([N:27]1[CH2:31][CH2:30][N:29]([C:32]2[S:33][C:34]([C:38]([NH:14][CH2:13][C:12]3[CH:15]=[C:16]([F:19])[CH:17]=[CH:18][C:11]=3[F:10])=[O:39])=[C:35]([CH3:37])[N:36]=2)[C:28]1=[O:41])[C:21]1[CH:26]=[CH:25][CH:24]=[CH:23][CH:22]=1. The yield is 0.760. (3) The reactants are Cl[C:2]1[C:3]([N:10]2[CH2:14][CH2:13][CH2:12][CH2:11]2)=[C:4]([CH:7]=[CH:8][N:9]=1)[C:5]#[N:6].[C:15]1(B(O)O)[CH:20]=[CH:19][CH:18]=[CH:17][CH:16]=1. No catalyst specified. The product is [C:15]1([C:2]2[C:3]([N:10]3[CH2:14][CH2:13][CH2:12][CH2:11]3)=[C:4]([CH:7]=[CH:8][N:9]=2)[C:5]#[N:6])[CH:20]=[CH:19][CH:18]=[CH:17][CH:16]=1. The yield is 0.660. (4) The reactants are [F:1][C:2]1[CH:7]=[CH:6][C:5]([CH2:8][NH:9][C@@H:10]2[C@@H:16]3[CH2:17][CH2:18][C@@H:12]([C@@H:13]4[C@H:15]3[CH2:14]4)[C@@H:11]2[C:19](OC)=[O:20])=[CH:4][CH:3]=1.[CH3:23][S:24]([NH:27][C:28]1[CH:43]=[CH:42][C:31]2[NH:32][C:33]([CH2:38][C:39](O)=[O:40])=[N:34][S:35](=[O:37])(=[O:36])[C:30]=2[CH:29]=1)(=[O:26])=[O:25].CN1CCOCC1.Cl.CN(C)CCCN=C=NCC.C(N(CC)CC)C. The catalyst is CN(C)C=O.C(OCC)(=O)C. The product is [F:1][C:2]1[CH:3]=[CH:4][C:5]([CH2:8][N:9]2[C:39](=[O:40])[C:38]([C:33]3[NH:32][C:31]4[CH:42]=[CH:43][C:28]([NH:27][S:24]([CH3:23])(=[O:26])=[O:25])=[CH:29][C:30]=4[S:35](=[O:37])(=[O:36])[N:34]=3)=[C:19]([OH:20])[C@@H:11]3[C@H:10]2[C@@H:16]2[CH2:17][CH2:18][C@H:12]3[C@@H:13]3[C@H:15]2[CH2:14]3)=[CH:6][CH:7]=1. The yield is 0.820. (5) The reactants are Cl[C:2]1[CH:7]=[CH:6][C:5]([N+:8]([O-:10])=[O:9])=[CH:4][C:3]=1[O:11][CH3:12].[NH:13]1[CH2:18][CH2:17][O:16][CH2:15][CH2:14]1. The catalyst is C(OCC)(=O)C. The product is [CH3:12][O:11][C:3]1[CH:4]=[C:5]([N+:8]([O-:10])=[O:9])[CH:6]=[CH:7][C:2]=1[N:13]1[CH2:18][CH2:17][O:16][CH2:15][CH2:14]1. The yield is 0.690. (6) The reactants are [CH3:1][O:2][C:3]1[CH:12]=[CH:11][C:10]([N+:13]([O-])=O)=[C:9]2[C:4]=1[CH:5]=[CH:6][CH:7]=[N:8]2.Cl[Sn]Cl. The catalyst is Cl.CO. The product is [CH3:1][O:2][C:3]1[CH:12]=[CH:11][C:10]([NH2:13])=[C:9]2[C:4]=1[CH:5]=[CH:6][CH:7]=[N:8]2. The yield is 0.910. (7) The reactants are C(Cl)(Cl)Cl.[CH3:5][O:6][C:7]1[CH:12]=[CH:11][C:10]([CH:13]2[C:17]([OH:18])=[C:16]([C:19]([CH3:21])=[O:20])[CH2:15][S:14]2)=[CH:9][CH:8]=1.S(Cl)(Cl)(=O)=O. The catalyst is O. The product is [CH3:5][O:6][C:7]1[CH:8]=[CH:9][C:10]([C:13]2[S:14][CH:15]=[C:16]([C:19]([CH3:21])=[O:20])[C:17]=2[OH:18])=[CH:11][CH:12]=1. The yield is 0.730.